Dataset: Catalyst prediction with 721,799 reactions and 888 catalyst types from USPTO. Task: Predict which catalyst facilitates the given reaction. (1) Reactant: [OH:1][C:2]1[CH:7]=[C:6]([CH3:8])[N:5]([CH3:9])[C:4](=[O:10])[C:3]=1[C:11](=[O:31])[CH:12]=[CH:13][C:14]1[CH:19]=[CH:18][CH:17]=[C:16]([O:20][CH2:21][CH2:22][NH:23]C(OC(C)(C)C)=O)[CH:15]=1.[I-].C[SiH](C)C. Product: [OH:1][C:2]1[CH:7]=[C:6]([CH3:8])[N:5]([CH3:9])[C:4](=[O:10])[C:3]=1[C:11](=[O:31])[CH:12]=[CH:13][C:14]1[CH:19]=[CH:18][CH:17]=[C:16]([O:20][CH2:21][CH2:22][NH2:23])[CH:15]=1. The catalyst class is: 22. (2) Reactant: [F:1][C:2]([F:45])([F:44])[C:3]1[CH:4]=[C:5]([CH:37]=[C:38]([C:40]([F:43])([F:42])[F:41])[CH:39]=1)[CH2:6][N:7]([CH2:15][C:16]1[CH:21]=[C:20]([C:22]([F:25])([F:24])[F:23])[CH:19]=[CH:18][C:17]=1[NH:26][C:27](=[O:36])[O:28][CH2:29][C:30]1[CH:35]=[CH:34][CH:33]=[CH:32][CH:31]=1)[C:8]1[N:13]=[CH:12][C:11]([Br:14])=[CH:10][N:9]=1.[H-].[Na+].[CH2:48](I)[CH3:49].O. Product: [F:45][C:2]([F:1])([F:44])[C:3]1[CH:4]=[C:5]([CH:37]=[C:38]([C:40]([F:42])([F:41])[F:43])[CH:39]=1)[CH2:6][N:7]([CH2:15][C:16]1[CH:21]=[C:20]([C:22]([F:23])([F:24])[F:25])[CH:19]=[CH:18][C:17]=1[N:26]([CH2:48][CH3:49])[C:27](=[O:36])[O:28][CH2:29][C:30]1[CH:35]=[CH:34][CH:33]=[CH:32][CH:31]=1)[C:8]1[N:13]=[CH:12][C:11]([Br:14])=[CH:10][N:9]=1. The catalyst class is: 42. (3) Reactant: [CH2:1]1[CH2:34][O:33][C:3]2([CH2:24][CH2:23][C@@:22]3([CH3:25])[C:5](=[CH:6][C:7](=[O:30])[C@@H:8]4[C@@H:21]3[CH2:20][CH2:19][C@@:13]3([C:14]([CH3:18])([CH3:17])[O:15][SiH3:16])[C@H:9]4[CH2:10][CH2:11][C@@H:12]3[C:26]([CH3:29])([CH3:28])[CH3:27])[C:4]2([CH3:32])[CH3:31])[O:2]1. Product: [CH2:34]1[CH2:1][O:2][C:3]2([CH2:24][CH2:23][C@@:22]3([CH3:25])[CH:5]([CH2:6][C:7](=[O:30])[C@@H:8]4[C@@H:21]3[CH2:20][CH2:19][C@@:13]3([C:14]([CH3:17])([CH3:18])[O:15][SiH3:16])[C@H:9]4[CH2:10][CH2:11][C@@H:12]3[C:26]([CH3:29])([CH3:28])[CH3:27])[C:4]2([CH3:32])[CH3:31])[O:33]1. The catalyst class is: 505. (4) Reactant: [F:1][C:2]1[CH:7]=[CH:6][C:5]([CH:8]([OH:26])[CH2:9][N:10]([CH3:25])[S:11]([C:14]2[C:15]3[CH2:23][CH2:22][CH2:21][C:20](=[O:24])[C:16]=3[S:17][C:18]=2Br)(=[O:13])=[O:12])=[CH:4][CH:3]=1.[CH3:27][O-:28].[Na+].CO.O. Product: [F:1][C:2]1[CH:7]=[CH:6][C:5]([CH:8]([OH:26])[CH2:9][N:10]([CH3:25])[S:11]([C:14]2[C:15]3[CH2:23][CH2:22][CH2:21][C:20](=[O:24])[C:16]=3[S:17][C:18]=2[O:28][CH3:27])(=[O:13])=[O:12])=[CH:4][CH:3]=1. The catalyst class is: 5.